Dataset: NCI-60 drug combinations with 297,098 pairs across 59 cell lines. Task: Regression. Given two drug SMILES strings and cell line genomic features, predict the synergy score measuring deviation from expected non-interaction effect. Drug 1: CN(C)N=NC1=C(NC=N1)C(=O)N. Drug 2: CCC1(C2=C(COC1=O)C(=O)N3CC4=CC5=C(C=CC(=C5CN(C)C)O)N=C4C3=C2)O.Cl. Cell line: UO-31. Synergy scores: CSS=20.1, Synergy_ZIP=-8.50, Synergy_Bliss=-5.23, Synergy_Loewe=-2.92, Synergy_HSA=-1.75.